From a dataset of Reaction yield outcomes from USPTO patents with 853,638 reactions. Predict the reaction yield, written as a fraction of the theoretical maximum amount of product (1.0 means a 100% yield; for example, 0.34 means a 34% yield). (1) The product is [CH2:19]([N:21]([CH2:24][CH2:25][O:1][N:2]1[C:3](=[O:12])[C:4]2=[CH:11][CH:10]=[CH:9][CH:8]=[C:5]2[C:6]1=[O:7])[CH2:22][CH3:23])[CH3:20]. The catalyst is C1COCC1. The yield is 0.530. The reactants are [OH:1][N:2]1[C:6](=[O:7])[C:5]2=[CH:8][CH:9]=[CH:10][CH:11]=[C:4]2[C:3]1=[O:12].C(=O)([O-])[O-].[K+].[K+].[CH2:19]([N:21]([CH2:24][CH2:25]Cl)[CH2:22][CH3:23])[CH3:20].O. (2) The reactants are [Cl:1][C:2]1[CH:11]=[CH:10][C:9]([C:12]2[C:17]([N+:18]([O-])=O)=[CH:16][CH:15]=[CH:14][N:13]=2)=[CH:8][C:3]=1[C:4]([O:6][CH3:7])=[O:5]. The catalyst is C(OCC)(=O)C.[Pd]. The product is [NH2:18][C:17]1[C:12]([C:9]2[CH:10]=[CH:11][C:2]([Cl:1])=[C:3]([CH:8]=2)[C:4]([O:6][CH3:7])=[O:5])=[N:13][CH:14]=[CH:15][CH:16]=1. The yield is 0.743. (3) The reactants are [F:1][C:2]1[C:3]([C:9](OC)=[O:10])=[N:4][CH:5]=[C:6]([F:8])[CH:7]=1.[BH4-].[Li+]. The catalyst is C1COCC1. The product is [F:1][C:2]1[C:3]([CH2:9][OH:10])=[N:4][CH:5]=[C:6]([F:8])[CH:7]=1. The yield is 0.600. (4) The reactants are [Si]([O:18][CH:19]1[CH2:22][N:21]([C:23]2[S:24][CH:25]=[C:26]([C:28]([O:30][CH2:31][C:32]3[CH:37]=[CH:36][C:35]([N+:38]([O-:40])=[O:39])=[CH:34][CH:33]=3)=[O:29])[N:27]=2)[CH2:20]1)(C(C)(C)C)(C1C=CC=CC=1)C1C=CC=CC=1.C(O)(=O)C.[F-].C([N+](CCCC)(CCCC)CCCC)CCC. The catalyst is O1CCCC1. The product is [N+:38]([C:35]1[CH:36]=[CH:37][C:32]([CH2:31][O:30][C:28]([C:26]2[N:27]=[C:23]([N:21]3[CH2:22][CH:19]([OH:18])[CH2:20]3)[S:24][CH:25]=2)=[O:29])=[CH:33][CH:34]=1)([O-:40])=[O:39]. The yield is 0.810. (5) The reactants are [Cl:1][C:2]1[CH:7]=[CH:6][C:5]([CH:8]([F:10])[F:9])=[CH:4][C:3]=1[F:11].[Li+].CC([N-]C(C)C)C.C(O[B:24]1[O:28][C:27]([CH3:30])([CH3:29])[C:26]([CH3:32])([CH3:31])[O:25]1)(C)C. The catalyst is C1COCC1. The product is [Cl:1][C:2]1[C:3]([F:11])=[C:4]([B:24]2[O:28][C:27]([CH3:30])([CH3:29])[C:26]([CH3:32])([CH3:31])[O:25]2)[C:5]([CH:8]([F:9])[F:10])=[CH:6][CH:7]=1. The yield is 0.409.